This data is from Forward reaction prediction with 1.9M reactions from USPTO patents (1976-2016). The task is: Predict the product of the given reaction. (1) Given the reactants [CH2:1]([C:3]1[N:4]=[C:5]2[C:10]([C:11]([F:14])([F:13])[F:12])=[CH:9][CH:8]=[N:7][N:6]2[C:15]=1[C:16]1[CH:17]=[C:18]([OH:22])[CH:19]=[CH:20][CH:21]=1)[CH3:2].Br[C:24]1[CH:29]=[CH:28][CH:27]=[C:26]([S:30]([CH3:33])(=[O:32])=[O:31])[CH:25]=1.C(=O)([O-])[O-].[Cs+].[Cs+].Cl.CN(C)CC(O)=O, predict the reaction product. The product is: [CH2:1]([C:3]1[N:4]=[C:5]2[C:10]([C:11]([F:14])([F:13])[F:12])=[CH:9][CH:8]=[N:7][N:6]2[C:15]=1[C:16]1[CH:21]=[CH:20][CH:19]=[C:18]([O:22][C:24]2[CH:29]=[CH:28][CH:27]=[C:26]([S:30]([CH3:33])(=[O:32])=[O:31])[CH:25]=2)[CH:17]=1)[CH3:2]. (2) The product is: [Cl:1][C:2]1[CH:3]=[C:4]([CH:12]([CH2:16][CH:17]2[CH2:21][CH2:20][CH2:19][C:18]2=[O:22])[C:13]([NH:29][C:30]2[CH:35]=[N:34][CH:33]=[CH:32][N:31]=2)=[O:14])[CH:5]=[CH:6][C:7]=1[S:8]([CH3:11])(=[O:10])=[O:9]. Given the reactants [Cl:1][C:2]1[CH:3]=[C:4]([CH:12]([CH2:16][CH:17]2[CH2:21][CH2:20][CH2:19][C:18]2=[O:22])[C:13](O)=[O:14])[CH:5]=[CH:6][C:7]=1[S:8]([CH3:11])(=[O:10])=[O:9].C(Cl)(=O)C(Cl)=O.[NH2:29][C:30]1[CH:35]=[N:34][CH:33]=[CH:32][N:31]=1.N1C=CC=CC=1, predict the reaction product. (3) Given the reactants [CH2:1]([O:8][C:9]1[CH:14]=[CH:13][C:12]([C:15]2[CH:20]=[C:19]([O:21][CH3:22])[CH:18]=[CH:17][C:16]=2[F:23])=[CH:11][C:10]=1[CH:24]([OH:30])[CH2:25][C:26]([CH3:29])([CH3:28])[CH3:27])[C:2]1[CH:7]=[CH:6][CH:5]=[CH:4][CH:3]=1.[H-].[Na+].I[CH3:34].O, predict the reaction product. The product is: [CH2:1]([O:8][C:9]1[CH:14]=[CH:13][C:12]([C:15]2[CH:20]=[C:19]([O:21][CH3:22])[CH:18]=[CH:17][C:16]=2[F:23])=[CH:11][C:10]=1[CH:24]([O:30][CH3:34])[CH2:25][C:26]([CH3:27])([CH3:29])[CH3:28])[C:2]1[CH:3]=[CH:4][CH:5]=[CH:6][CH:7]=1. (4) Given the reactants [N+:1]([C:4]1[CH:13]=[C:12]2[C:7]([CH2:8][CH2:9][N:10]([C:14]([O:16][C:17]([CH3:20])([CH3:19])[CH3:18])=[O:15])[CH2:11]2)=[CH:6][CH:5]=1)([O-])=O, predict the reaction product. The product is: [NH2:1][C:4]1[CH:13]=[C:12]2[C:7]([CH2:8][CH2:9][N:10]([C:14]([O:16][C:17]([CH3:20])([CH3:19])[CH3:18])=[O:15])[CH2:11]2)=[CH:6][CH:5]=1. (5) Given the reactants [F:1][C:2]1[CH:24]=[C:23]([F:25])[CH:22]=[CH:21][C:3]=1[CH2:4][N:5]1[C:13]2[C:8](=[CH:9][CH:10]=[CH:11][CH:12]=2)[C:7]([C:14]2[CH:19]=[C:18]([NH2:20])[CH:17]=[CH:16][N:15]=2)=[N:6]1.Br.Br[C:28]1[CH:33]=[CH:32][N:31]=[CH:30][N:29]=1.Cl.C(=O)([O-])[O-].[K+].[K+], predict the reaction product. The product is: [F:1][C:2]1[CH:24]=[C:23]([F:25])[CH:22]=[CH:21][C:3]=1[CH2:4][N:5]1[C:13]2[C:8](=[CH:9][CH:10]=[CH:11][CH:12]=2)[C:7]([C:14]2[CH:19]=[C:18]([NH:20][C:28]3[CH:33]=[CH:32][N:31]=[CH:30][N:29]=3)[CH:17]=[CH:16][N:15]=2)=[N:6]1. (6) Given the reactants [Cl:1][C:2]1[CH:7]=[C:6]([Cl:8])[CH:5]=[CH:4][C:3]=1[C:9]1[N:10]=[C:11](/[CH:18]=[CH:19]/[C:20]2[CH:25]=[CH:24][C:23]([O:26][CH3:27])=[CH:22][CH:21]=2)[N:12]([CH2:14][C:15]([OH:17])=O)[CH:13]=1.[CH3:28][O:29][C:30]1[CH:31]=[C:32]([CH:36]=[CH:37][C:38]=1[O:39][CH3:40])[CH2:33][CH2:34][NH2:35], predict the reaction product. The product is: [Cl:1][C:2]1[CH:7]=[C:6]([Cl:8])[CH:5]=[CH:4][C:3]=1[C:9]1[N:10]=[C:11](/[CH:18]=[CH:19]/[C:20]2[CH:25]=[CH:24][C:23]([O:26][CH3:27])=[CH:22][CH:21]=2)[N:12]([CH2:14][C:15]([NH:35][CH2:34][CH2:33][C:32]2[CH:36]=[CH:37][C:38]([O:39][CH3:40])=[C:30]([O:29][CH3:28])[CH:31]=2)=[O:17])[CH:13]=1.